From a dataset of Full USPTO retrosynthesis dataset with 1.9M reactions from patents (1976-2016). Predict the reactants needed to synthesize the given product. (1) Given the product [CH2:11]([C:10]1[C:3]2[C:2]([Cl:1])=[N:7][CH:6]=[N:5][C:4]=2[NH:8][CH:9]=1)[C:13]1[CH:18]=[CH:17][CH:16]=[CH:15][CH:14]=1, predict the reactants needed to synthesize it. The reactants are: [Cl:1][C:2]1[C:3]2[C:10]([CH:11]([C:13]3[CH:18]=[CH:17][CH:16]=[CH:15][CH:14]=3)O)=[CH:9][NH:8][C:4]=2[N:5]=[CH:6][N:7]=1.C([SiH](CC)CC)C.FC(F)(F)C(O)=O. (2) Given the product [CH2:59]([C:66]1[C:67]([Cl:112])=[C:68]([OH:111])[C:69]([Br:1])=[C:70]([C@H:72]2[C@H:77]([O:78][CH2:79][C:80]3[CH:85]=[CH:84][CH:83]=[CH:82][CH:81]=3)[C@@H:76]([O:86][CH2:87][C:88]3[CH:93]=[CH:92][CH:91]=[CH:90][CH:89]=3)[C@H:75]([O:94][CH2:95][C:96]3[CH:97]=[CH:98][CH:99]=[CH:100][CH:101]=3)[C@@H:74]([CH2:102][O:103][CH2:104][C:105]3[CH:110]=[CH:109][CH:108]=[CH:107][CH:106]=3)[O:73]2)[CH:71]=1)[C:60]1[CH:65]=[CH:64][CH:63]=[CH:62][CH:61]=1, predict the reactants needed to synthesize it. The reactants are: [Br:1]C1C(Cl)=C(CC2C=CC(OCC)=CC=2)C=C([C@H]2[C@H](OCC3C=CC=CC=3)[C@@H](OCC3C=CC=CC=3)[C@H](OCC3C=CC=CC=3)[C@@H](COCC3C=CC=CC=3)O2)C=1O.[CH2:59]([C:66]1[C:67]([Cl:112])=[C:68]([OH:111])[CH:69]=[C:70]([C@H:72]2[C@H:77]([O:78][CH2:79][C:80]3[CH:85]=[CH:84][CH:83]=[CH:82][CH:81]=3)[C@@H:76]([O:86][CH2:87][C:88]3[CH:93]=[CH:92][CH:91]=[CH:90][CH:89]=3)[C@H:75]([O:94][CH2:95][C:96]3[CH:101]=[CH:100][CH:99]=[CH:98][CH:97]=3)[C@@H:74]([CH2:102][O:103][CH2:104][C:105]3[CH:110]=[CH:109][CH:108]=[CH:107][CH:106]=3)[O:73]2)[CH:71]=1)[C:60]1[CH:65]=[CH:64][CH:63]=[CH:62][CH:61]=1. (3) Given the product [S:20]1[CH:24]=[CH:23][CH:22]=[C:21]1[CH2:25][CH2:26][NH:27][C:3]1[S:4]/[C:5](=[CH:9]\[C:10]2[CH:11]=[C:12]3[C:17](=[CH:18][CH:19]=2)[N:16]=[CH:15][CH:14]=[CH:13]3)/[C:6](=[O:8])[N:7]=1, predict the reactants needed to synthesize it. The reactants are: CS[C:3]1[S:4]/[C:5](=[CH:9]\[C:10]2[CH:11]=[C:12]3[C:17](=[CH:18][CH:19]=2)[N:16]=[CH:15][CH:14]=[CH:13]3)/[C:6](=[O:8])[N:7]=1.[S:20]1[CH:24]=[CH:23][CH:22]=[C:21]1[CH2:25][CH2:26][NH2:27].CCN(C(C)C)C(C)C. (4) Given the product [CH:31]1([N:15]([C:22]2[CH:27]=[CH:26][CH:25]=[C:24]([CH3:28])[C:23]=2[F:29])[C:13](=[O:14])[N:12]([CH3:60])[C:10]2[S:11][C:7]([S:6][CH2:5][C:4]([OH:3])=[O:30])=[CH:8][N:9]=2)[CH2:35][CH2:34][CH2:33][CH2:32]1, predict the reactants needed to synthesize it. The reactants are: C([O:3][C:4](=[O:30])[CH2:5][S:6][C:7]1[S:11][C:10]([NH:12][C:13]([N:15]([C:22]2[CH:27]=[CH:26][CH:25]=[C:24]([CH3:28])[C:23]=2[F:29])CC2CCCC2)=[O:14])=[N:9][CH:8]=1)C.[CH:31]1(N(C2C=CC(S(C)(=O)=O)=CC=2)C(=O)N(C)C2SC=C(CC(O)=O)N=2)[CH2:35][CH2:34][CH2:33][CH2:32]1.[CH:60]1(CNC2C=CC=C(C)C=2F)CCCC1.C(OC(=O)CSC1SC(N)=NC=1)C. (5) Given the product [CH3:1][C:2]1[CH:7]=[C:6]([CH3:8])[N:5]=[C:4]([N:9]2[CH2:15][CH2:14][CH2:13][N:12]([C:16]3[CH:17]=[CH:18][C:19]([NH2:22])=[CH:20][CH:21]=3)[CH2:11][CH2:10]2)[CH:3]=1, predict the reactants needed to synthesize it. The reactants are: [CH3:1][C:2]1[CH:7]=[C:6]([CH3:8])[N:5]=[C:4]([N:9]2[CH2:15][CH2:14][CH2:13][N:12]([C:16]3[CH:21]=[CH:20][C:19]([N+:22]([O-])=O)=[CH:18][CH:17]=3)[CH2:11][CH2:10]2)[CH:3]=1.C(O)C.C(N(CC)CC)C. (6) The reactants are: [CH3:1][C:2]1[CH:10]=[C:9]2[C:5]([CH:6]=[N:7][NH:8]2)=[CH:4][CH:3]=1.[H-].[Na+].Br[CH2:14][C@H:15]([CH3:18])[CH2:16][OH:17]. Given the product [CH3:1][C:2]1[CH:10]=[C:9]2[C:5]([CH:6]=[N:7][N:8]2[CH2:14][C@@H:15]([CH3:18])[CH2:16][OH:17])=[CH:4][CH:3]=1, predict the reactants needed to synthesize it.